This data is from TCR-epitope binding with 47,182 pairs between 192 epitopes and 23,139 TCRs. The task is: Binary Classification. Given a T-cell receptor sequence (or CDR3 region) and an epitope sequence, predict whether binding occurs between them. (1) The epitope is FQPTNGVGY. The TCR CDR3 sequence is CAWGIGTGELFF. Result: 0 (the TCR does not bind to the epitope). (2) The epitope is LLQTGIHVRVSQPSL. The TCR CDR3 sequence is CASSLWADQPQHF. Result: 1 (the TCR binds to the epitope). (3) The epitope is MPASWVMRI. The TCR CDR3 sequence is CASSYSGQGATEAFF. Result: 1 (the TCR binds to the epitope).